Dataset: Forward reaction prediction with 1.9M reactions from USPTO patents (1976-2016). Task: Predict the product of the given reaction. (1) Given the reactants [CH2:1]([O:3][C:4]([C:6]1[C:7](=[O:20])[N:8]([C:13]2[CH:18]=[CH:17][C:16]([F:19])=[CH:15][CH:14]=2)[C:9](=[O:12])[NH:10][CH:11]=1)=[O:5])[CH3:2].C(=O)([O-])[O-].[K+].[K+].[CH:27](I)([CH3:29])[CH3:28], predict the reaction product. The product is: [CH2:1]([O:3][C:4]([C:6]1[C:7](=[O:20])[N:8]([C:13]2[CH:18]=[CH:17][C:16]([F:19])=[CH:15][CH:14]=2)[C:9](=[O:12])[N:10]([CH:27]([CH3:29])[CH3:28])[CH:11]=1)=[O:5])[CH3:2]. (2) The product is: [CH:22]1([C:9]([OH:8])([C:10]#[CH:11])[CH2:12][C:13]2[O:18][C:17]([CH3:20])([CH3:19])[O:16][C:15](=[O:21])[CH:14]=2)[CH2:26][CH2:25][CH2:24][CH2:23]1. Given the reactants C([O:8][C:9]([CH:22]1[CH2:26][CH2:25][CH2:24][CH2:23]1)([CH2:12][C:13]1[O:18][C:17]([CH3:20])([CH3:19])[O:16][C:15](=[O:21])[CH:14]=1)[C:10]#[CH:11])(=O)C(OCC)=O.C([O-])([O-])=O.[K+].[K+].Cl, predict the reaction product. (3) Given the reactants C(OO)(C)(C)C.[NH4+:7].[OH-].[Br:9][C:10]1[CH:19]=[C:18]2[C:13]([CH2:14][CH2:15][CH2:16][C:17]32[C:23](=[O:24])[N:22]([CH3:25])[C:21](=S)[NH:20]3)=[CH:12][CH:11]=1, predict the reaction product. The product is: [NH2:7][C:21]1[N:22]([CH3:25])[C:23](=[O:24])[C:17]2([N:20]=1)[C:18]1[C:13](=[CH:12][CH:11]=[C:10]([Br:9])[CH:19]=1)[CH2:14][CH2:15][CH2:16]2. (4) The product is: [S:25]1[C:29]([C:30]([N:56]2[CH2:55][C:54]3([CH2:53][CH2:52][N:51]([CH2:50][C:49]4[CH:62]=[CH:63][CH:64]=[C:47]([CH2:46][CH2:45][O:44][Si:37]([C:40]([CH3:42])([CH3:41])[CH3:43])([CH3:38])[CH3:39])[C:48]=4[F:65])[CH2:61][CH2:60]3)[O:59][CH2:58][CH2:57]2)=[O:32])=[CH:28][C:27]2[CH:33]=[CH:34][CH:35]=[CH:36][C:26]1=2. Given the reactants CN(C(ON1N=NC2C=CC=NC1=2)=[N+](C)C)C.F[P-](F)(F)(F)(F)F.[S:25]1[C:29]([C:30]([OH:32])=O)=[CH:28][C:27]2[CH:33]=[CH:34][CH:35]=[CH:36][C:26]1=2.[Si:37]([O:44][CH2:45][CH2:46][C:47]1[C:48]([F:65])=[C:49]([CH:62]=[CH:63][CH:64]=1)[CH2:50][N:51]1[CH2:61][CH2:60][C:54]2([O:59][CH2:58][CH2:57][NH:56][CH2:55]2)[CH2:53][CH2:52]1)([C:40]([CH3:43])([CH3:42])[CH3:41])([CH3:39])[CH3:38].C(N(CC)CC)C, predict the reaction product.